From a dataset of Full USPTO retrosynthesis dataset with 1.9M reactions from patents (1976-2016). Predict the reactants needed to synthesize the given product. (1) Given the product [Cl:19][C:7]1[C:2]([F:1])=[C:3]([C:11]2[S:12][CH:13]=[C:14]([C:16]([OH:18])=[O:17])[N:15]=2)[CH:4]=[CH:5][CH:6]=1, predict the reactants needed to synthesize it. The reactants are: [F:1][C:2]1[CH:7]=[C:6](OC)[CH:5]=[C:4](F)[C:3]=1[C:11]1[S:12][CH:13]=[C:14]([C:16]([OH:18])=[O:17])[N:15]=1.[Cl:19]C1C(F)=C(B(O)O)C=CC=1. (2) Given the product [Br:1][C:2]1[C:3]([OH:22])=[CH:4][CH:5]=[C:6]2[C:11]=1[C:10]([C:12]#[N:13])=[CH:9][C:8]([C:14]1[CH:19]=[CH:18][C:17]([OH:20])=[CH:16][CH:15]=1)=[CH:7]2, predict the reactants needed to synthesize it. The reactants are: [Br:1][C:2]1[C:3]([OH:22])=[CH:4][CH:5]=[C:6]2[C:11]=1[C:10]([C:12]#[N:13])=[CH:9][C:8]([C:14]1[CH:19]=[CH:18][C:17]([O:20]C)=[CH:16][CH:15]=1)=[CH:7]2.B(Br)(Br)Br.CC(N(C(C)C)CCNC(C1N=C(NC(C2C(O)=CC(OC)=C(OC)C=2)=O)SC=1)=O)C.Cl. (3) Given the product [CH2:15]([C:9]1[CH:10]=[C:11]([OH:12])[N:7]=[CH:5][N:6]=1)[CH3:16], predict the reactants needed to synthesize it. The reactants are: C(O)(=O)C.[CH:5]([NH2:7])=[NH:6].O=[C:9]([CH2:15][CH3:16])[CH2:10][C:11](OC)=[O:12].C[O-].[Na+].O. (4) Given the product [CH2:1]([O:3][C:4](=[O:26])[CH2:5][C:6]1[CH:7]=[C:8]([C:14]2[CH:19]=[CH:18][C:17]([C:20]([F:23])([F:21])[F:22])=[CH:16][C:15]=2[CH2:24][NH:25][C:28]2[O:29][C:30]3[CH:36]=[CH:35][C:34]([CH3:37])=[CH:33][C:31]=3[N:32]=2)[C:9]([O:12][CH3:13])=[CH:10][CH:11]=1)[CH3:2], predict the reactants needed to synthesize it. The reactants are: [CH2:1]([O:3][C:4](=[O:26])[CH2:5][C:6]1[CH:7]=[C:8]([C:14]2[CH:19]=[CH:18][C:17]([C:20]([F:23])([F:22])[F:21])=[CH:16][C:15]=2[CH2:24][NH2:25])[C:9]([O:12][CH3:13])=[CH:10][CH:11]=1)[CH3:2].Cl[C:28]1[O:29][C:30]2[CH:36]=[CH:35][C:34]([CH3:37])=[CH:33][C:31]=2[N:32]=1. (5) Given the product [CH2:19]([C:16]1[CH:15]=[N:14][C:13]([N:2]2[CH2:7][CH2:6][CH:5]([CH2:8][CH2:9][CH2:10][OH:11])[CH2:4][CH2:3]2)=[N:18][CH:17]=1)[CH3:20], predict the reactants needed to synthesize it. The reactants are: Cl.[NH:2]1[CH2:7][CH2:6][CH:5]([CH2:8][CH2:9][CH2:10][OH:11])[CH2:4][CH2:3]1.Cl[C:13]1[N:18]=[CH:17][C:16]([CH2:19][CH3:20])=[CH:15][N:14]=1.C([O-])([O-])=O.[Cs+].[Cs+].CN(C=O)C. (6) Given the product [Cl:1][C:2]1[N:7]=[C:6]([NH:8][NH:9][C:10](=[O:30])[C@H:11]([CH2:24][CH:25]2[CH2:26][CH2:27][CH2:28][CH2:29]2)[CH2:12][N:13]([OH:16])[CH:14]=[O:15])[C:5]([F:31])=[C:4]([N:32]2[CH2:37][C@@H:36]3[CH2:38][C@H:33]2[CH2:34][N:35]3[CH3:39])[N:3]=1, predict the reactants needed to synthesize it. The reactants are: [Cl:1][C:2]1[N:7]=[C:6]([NH:8][NH:9][C:10](=[O:30])[C@H:11]([CH2:24][CH:25]2[CH2:29][CH2:28][CH2:27][CH2:26]2)[CH2:12][N:13]([O:16]CC2C=CC=CC=2)[CH:14]=[O:15])[C:5]([F:31])=[C:4]([N:32]2[CH2:37][C@@H:36]3[CH2:38][C@H:33]2[CH2:34][N:35]3[CH3:39])[N:3]=1. (7) Given the product [CH2:15]([O:12][C@H:4]1[C@H:3]([CH:1]=[CH2:2])[C@H:9]([O:10][CH2:15][C:16]2[CH:21]=[CH:20][CH:19]=[CH:18][CH:17]=2)[C@H:8]2[O:11][C@@H:5]1[CH2:6][O:7]2)[C:16]1[CH:21]=[CH:20][CH:19]=[CH:18][CH:17]=1, predict the reactants needed to synthesize it. The reactants are: [CH:1]([C@@H:3]1[C@H:9]([OH:10])[C@H:8]2[O:11][C@H:5]([CH2:6][O:7]2)[C@H:4]1[OH:12])=[CH2:2].[H-].[Na+].[CH2:15](Br)[C:16]1[CH:21]=[CH:20][CH:19]=[CH:18][CH:17]=1.